This data is from Reaction yield outcomes from USPTO patents with 853,638 reactions. The task is: Predict the reaction yield, written as a fraction of the theoretical maximum amount of product (1.0 means a 100% yield; for example, 0.34 means a 34% yield). (1) The reactants are [N+:1]([C:4]1[CH:5]=[CH:6][C:7]2[O:11][C:10]([C:12]3[CH:17]=[CH:16][C:15]([O:18][C:19]([F:22])([F:21])[F:20])=[CH:14][CH:13]=3)=[N:9][C:8]=2[CH:23]=1)([O-])=O.C([O-])=O.[NH4+]. The catalyst is C(O)C.[Pd]. The product is [F:22][C:19]([F:20])([F:21])[O:18][C:15]1[CH:16]=[CH:17][C:12]([C:10]2[O:11][C:7]3[CH:6]=[CH:5][C:4]([NH2:1])=[CH:23][C:8]=3[N:9]=2)=[CH:13][CH:14]=1. The yield is 0.560. (2) The reactants are [Cl:1][C:2]1[CH:3]=[C:4]([CH2:9][C:10]([OH:12])=O)[CH:5]=[CH:6][C:7]=1[Cl:8].C1N=CN(C(N2C=NC=C2)=O)C=1.Cl.[NH2:26][CH2:27][C:28]1[CH:29]=[C:30]2[C:34](=[CH:35][CH:36]=1)[C:33](=[O:37])[N:32]([CH:38]1[CH2:43][CH2:42][C:41](=[O:44])[NH:40][C:39]1=[O:45])[CH2:31]2.O. The catalyst is CN(C=O)C. The product is [Cl:1][C:2]1[CH:3]=[C:4]([CH2:9][C:10]([NH:26][CH2:27][C:28]2[CH:29]=[C:30]3[C:34](=[CH:35][CH:36]=2)[C:33](=[O:37])[N:32]([CH:38]2[CH2:43][CH2:42][C:41](=[O:44])[NH:40][C:39]2=[O:45])[CH2:31]3)=[O:12])[CH:5]=[CH:6][C:7]=1[Cl:8]. The yield is 0.340. (3) The reactants are [C:1]1([CH3:11])[CH:6]=[CH:5][C:4]([S:7](Cl)(=[O:9])=[O:8])=[CH:3][CH:2]=1.[CH3:12][C:13]1([CH3:20])[O:17][C@@H:16]([CH2:18][OH:19])[CH2:15][O:14]1. The catalyst is CN(C1C=CN=CC=1)C.N1C=CC=CC=1. The product is [C:1]1([CH3:11])[CH:6]=[CH:5][C:4]([S:7]([O:19][CH2:18][C@H:16]2[CH2:15][O:14][C:13]([CH3:20])([CH3:12])[O:17]2)(=[O:9])=[O:8])=[CH:3][CH:2]=1. The yield is 0.909.